Dataset: Reaction yield outcomes from USPTO patents with 853,638 reactions. Task: Predict the reaction yield, written as a fraction of the theoretical maximum amount of product (1.0 means a 100% yield; for example, 0.34 means a 34% yield). The reactants are [CH2:1]([C:3]1[C:12]([NH2:13])=[C:11]2[C:6]([CH:7]=[CH:8][CH:9]=[N:10]2)=[CH:5][CH:4]=1)[CH3:2].[C:14]1([S:20](Cl)(=[O:22])=[O:21])[CH:19]=[CH:18][CH:17]=[CH:16][CH:15]=1. The catalyst is CN(C1C=CN=CC=1)C. The product is [CH2:1]([C:3]1[C:12]([NH:13][S:20]([C:14]2[CH:19]=[CH:18][CH:17]=[CH:16][CH:15]=2)(=[O:22])=[O:21])=[C:11]2[C:6]([CH:7]=[CH:8][CH:9]=[N:10]2)=[CH:5][CH:4]=1)[CH3:2]. The yield is 0.150.